This data is from Reaction yield outcomes from USPTO patents with 853,638 reactions. The task is: Predict the reaction yield, written as a fraction of the theoretical maximum amount of product (1.0 means a 100% yield; for example, 0.34 means a 34% yield). (1) The reactants are [Br:1][C:2]1[C:3]([N:18]2[CH2:22][CH2:21][C@@H:20]([NH:23]C(=O)OC(C)(C)C)[CH2:19]2)=[C:4]2[C:10]([NH:11][C:12](=[O:17])[C@H:13]([O:15][CH3:16])[CH3:14])=[CH:9][NH:8][C:5]2=[N:6][CH:7]=1.C(O)(C(F)(F)F)=O.C(Cl)[Cl:39]. No catalyst specified. The product is [ClH:39].[NH2:23][C@@H:20]1[CH2:21][CH2:22][N:18]([C:3]2[C:2]([Br:1])=[CH:7][N:6]=[C:5]3[NH:8][CH:9]=[C:10]([NH:11][C:12](=[O:17])[C@H:13]([O:15][CH3:16])[CH3:14])[C:4]=23)[CH2:19]1. The yield is 0.780. (2) The reactants are [Br:1][C:2]1[CH:3]=[C:4]([C:11]([O:13][CH3:14])=[O:12])[C:5]2[CH:6]=[N:7][NH:8][C:9]=2[CH:10]=1.C(=O)([O-])[O-].[Cs+].[Cs+].Br[CH:22]1[CH2:26][CH2:25][CH2:24][CH2:23]1. The catalyst is C(#N)C. The product is [Br:1][C:2]1[CH:3]=[C:4]([C:11]([O:13][CH3:14])=[O:12])[C:5]2[CH:6]=[N:7][N:8]([CH:22]3[CH2:26][CH2:25][CH2:24][CH2:23]3)[C:9]=2[CH:10]=1. The yield is 0.292. (3) The reactants are [C:1]([Si:5]([CH3:18])([CH3:17])[O:6][C:7]1[CH:12]=[CH:11][C:10]([N+:13]([O-])=O)=[CH:9][C:8]=1[CH3:16])([CH3:4])([CH3:3])[CH3:2].[H][H]. The catalyst is C(OCC)(=O)C.[Pd]. The product is [Si:5]([O:6][C:7]1[CH:12]=[CH:11][C:10]([NH2:13])=[CH:9][C:8]=1[CH3:16])([C:1]([CH3:4])([CH3:3])[CH3:2])([CH3:17])[CH3:18]. The yield is 0.930. (4) The reactants are [CH3:1][O:2][CH2:3][C:4](=O)[CH2:5][C:6](=O)[CH3:7].[C:10]([CH2:12][C:13]([NH2:15])=[O:14])#[N:11].N1CCCCC1. The catalyst is CCO.O. The product is [CH3:7][C:6]1[NH:15][C:13](=[O:14])[C:12]([C:10]#[N:11])=[C:4]([CH2:3][O:2][CH3:1])[CH:5]=1. The yield is 0.656. (5) The reactants are Cl.[CH3:2][O:3][C:4]([CH:6]1[CH2:10][CH:9]([O:11][S:12]([C:15]2[CH:20]=[CH:19][C:18]([Br:21])=[CH:17][CH:16]=2)(=[O:14])=[O:13])[CH2:8][NH:7]1)=[O:5].[C:22]([O:26][C:27]([NH:29][CH:30]([CH:34]1[CH2:39][CH2:38][O:37][CH2:36][CH2:35]1)[C:31](O)=[O:32])=[O:28])([CH3:25])([CH3:24])[CH3:23].CN(C(ON1N=NC2C=CC=NC1=2)=[N+](C)C)C.F[P-](F)(F)(F)(F)F.CCN(C(C)C)C(C)C. The catalyst is C(Cl)Cl. The product is [CH3:2][O:3][C:4]([CH:6]1[CH2:10][CH:9]([O:11][S:12]([C:15]2[CH:20]=[CH:19][C:18]([Br:21])=[CH:17][CH:16]=2)(=[O:14])=[O:13])[CH2:8][N:7]1[C:31](=[O:32])[CH:30]([NH:29][C:27]([O:26][C:22]([CH3:24])([CH3:23])[CH3:25])=[O:28])[CH:34]1[CH2:39][CH2:38][O:37][CH2:36][CH2:35]1)=[O:5]. The yield is 0.700.